Predict the reactants needed to synthesize the given product. From a dataset of Full USPTO retrosynthesis dataset with 1.9M reactions from patents (1976-2016). (1) Given the product [C:5]([CH2:4][O:3][CH2:2][C:1]([O:30][CH:12]1[CH2:11][CH:10]([CH3:9])[CH2:19][C:18]2[N:17]=[N:16][C:15]([C:20]3[CH:25]=[CH:24][CH:23]=[C:22]([C:26]([F:29])([F:28])[F:27])[CH:21]=3)=[CH:14][C:13]1=2)=[O:8])([OH:7])=[O:6], predict the reactants needed to synthesize it. The reactants are: [C:1]1(=[O:8])[O:7][C:5](=[O:6])[CH2:4][O:3][CH2:2]1.[CH3:9][CH:10]1[CH2:19][C:18]2[N:17]=[N:16][C:15]([C:20]3[CH:25]=[CH:24][CH:23]=[C:22]([C:26]([F:29])([F:28])[F:27])[CH:21]=3)=[CH:14][C:13]=2[CH:12]([OH:30])[CH2:11]1.C1(C)C=CC=CC=1. (2) Given the product [CH3:12][O:13][C:14]1[CH:19]=[CH:18][C:17]([NH:20][C:2]2[CH:3]=[C:4]([OH:11])[CH:5]=[CH:6][C:7]=2[N+:8]([O-:10])=[O:9])=[CH:16][CH:15]=1, predict the reactants needed to synthesize it. The reactants are: F[C:2]1[CH:3]=[C:4]([OH:11])[CH:5]=[CH:6][C:7]=1[N+:8]([O-:10])=[O:9].[CH3:12][O:13][C:14]1[CH:19]=[CH:18][C:17]([NH2:20])=[CH:16][CH:15]=1. (3) Given the product [NH2:45][C:4]1[C:9]([Cl:10])=[C:8]([O:11][C:12]2[CH:13]=[CH:14][C:15]([NH:18][C:19]([C:21]3[C:22](=[O:36])[N:23]([C:30]4[CH:31]=[CH:32][CH:33]=[CH:34][CH:35]=4)[N:24]4[CH2:29][CH2:28][CH2:27][CH2:26][C:25]=34)=[O:20])=[N:16][CH:17]=2)[CH:7]=[CH:6][N:5]=1, predict the reactants needed to synthesize it. The reactants are: C([C:4]1[C:9]([Cl:10])=[C:8]([O:11][C:12]2[CH:13]=[CH:14][C:15]([NH:18][C:19]([C:21]3[C:22](=[O:36])[N:23]([C:30]4[CH:35]=[CH:34][CH:33]=[CH:32][CH:31]=4)[N:24]4[CH2:29][CH2:28][CH2:27][CH2:26][C:25]=34)=[O:20])=[N:16][CH:17]=2)[CH:7]=[CH:6][N:5]=1)(=O)N.CCOC(C)=O.CC#[N:45].C(OI(C1C=CC=CC=1)OC(=O)C)(=O)C. (4) Given the product [Cl:1][C:2]1[CH:18]=[CH:17][C:5]2[CH2:6][CH2:7][N:8]([C:11](=[O:16])[C:12]([F:13])([F:15])[F:14])[CH2:9][CH2:10][C:4]=2[C:3]=1[NH:37][CH2:36][C:35]1[CH:38]=[CH:39][C:32]([C:30](=[O:31])[CH2:29][C:28]([CH3:42])([CH3:41])[CH3:27])=[CH:33][C:34]=1[F:40], predict the reactants needed to synthesize it. The reactants are: [Cl:1][C:2]1[CH:18]=[CH:17][C:5]2[CH2:6][CH2:7][N:8]([C:11](=[O:16])[C:12]([F:15])([F:14])[F:13])[CH2:9][CH2:10][C:4]=2[C:3]=1OS(C(F)(F)F)(=O)=O.[CH3:27][C:28]([CH3:42])([CH3:41])[CH2:29][C:30]([C:32]1[CH:39]=[CH:38][C:35]([CH2:36][NH2:37])=[C:34]([F:40])[CH:33]=1)=[O:31].C1C=CC(P(C2C(C3C(P(C4C=CC=CC=4)C4C=CC=CC=4)=CC=C4C=3C=CC=C4)=C3C(C=CC=C3)=CC=2)C2C=CC=CC=2)=CC=1.C(=O)([O-])[O-].[Cs+].[Cs+]. (5) Given the product [Br:16][C:17]1[C:18]([CH:28]=[O:29])=[C:19]([F:24])[C:20]([Cl:23])=[CH:21][CH:22]=1, predict the reactants needed to synthesize it. The reactants are: CC1(C)CCCC(C)(C)N1.C([Li])CCC.[Br:16][C:17]1[CH:22]=[CH:21][C:20]([Cl:23])=[C:19]([F:24])[CH:18]=1.CN([CH:28]=[O:29])C. (6) Given the product [Cl:1][C:2]1[S:3][C:4]([C:13]([O:15][CH2:16][CH3:17])=[O:14])=[C:5]([C:7]2[O:12][CH:11]=[N:10][N:9]=2)[N:6]=1, predict the reactants needed to synthesize it. The reactants are: [Cl:1][C:2]1[S:3][C:4]([C:13]([O:15][CH2:16][CH3:17])=[O:14])=[C:5]([C:7]([NH:9][NH:10][CH:11]=[O:12])=O)[N:6]=1.C1C=CC(P(C2C=CC=CC=2)C2C=CC=CC=2)=CC=1.C(Cl)(Cl)(Cl)Cl.CCN(C(C)C)C(C)C.